This data is from Forward reaction prediction with 1.9M reactions from USPTO patents (1976-2016). The task is: Predict the product of the given reaction. (1) Given the reactants Br[C:2]1[CH:7]=[CH:6][C:5]([C:8]2[CH:13]=[CH:12][C:11]([O:14][C:15]([F:18])([F:17])[F:16])=[CH:10][CH:9]=2)=[CH:4][N:3]=1.[CH3:19][C:20]([CH:23]=[O:24])([CH3:22])[CH3:21].[Li]CCCC, predict the reaction product. The product is: [CH3:19][C:20]([CH3:22])([CH3:21])[CH:23]([C:2]1[CH:7]=[CH:6][C:5]([C:8]2[CH:13]=[CH:12][C:11]([O:14][C:15]([F:18])([F:17])[F:16])=[CH:10][CH:9]=2)=[CH:4][N:3]=1)[OH:24]. (2) Given the reactants [Cl:1][C:2]1[CH:3]=[CH:4][C:5]([N:17]2[CH:21]=[N:20][N:19]=[N:18]2)=[C:6]([CH:16]=1)[CH2:7][NH:8][C:9](=[O:15])OC(C)(C)C.C(#N)C.[OH-].[Na+].[F:27][C:28]1[CH:33]=[CH:32][C:31]([C@@H:34]([OH:45])[C:35]([N:37]2[C@H:41](C(O)=O)[CH2:40][CH:39]=[N:38]2)=[O:36])=[CH:30][CH:29]=1.CN1CCOCC1.CN(C(ON1N=NC2C=CC=CC1=2)=[N+](C)C)C.[B-](F)(F)(F)F, predict the reaction product. The product is: [Cl:1][C:2]1[CH:3]=[CH:4][C:5]([N:17]2[CH:21]=[N:20][N:19]=[N:18]2)=[C:6]([CH:16]=1)[CH2:7][NH:8][C:9]([C@H:41]1[N:37]([C:35](=[O:36])[C@@H:34]([C:31]2[CH:32]=[CH:33][C:28]([F:27])=[CH:29][CH:30]=2)[OH:45])[N:38]=[CH:39][CH2:40]1)=[O:15].